Predict the product of the given reaction. From a dataset of Forward reaction prediction with 1.9M reactions from USPTO patents (1976-2016). (1) Given the reactants C(OC(=O)[NH:10][C@@H:11]([CH2:36][O:37]CC1C=CC=CC=1)[C:12]([NH:14][CH2:15][C@@H:16]([NH:28][C:29]([O:31][C:32]([CH3:35])([CH3:34])[CH3:33])=[O:30])[CH2:17][CH2:18][CH2:19][NH:20][C:21]([O:23][C:24]([CH3:27])([CH3:26])[CH3:25])=[O:22])=[O:13])C1C=CC=CC=1, predict the reaction product. The product is: [C:24]([O:23][C:21](=[O:22])[NH:20][CH2:19][CH2:18][CH2:17][C@H:16]([NH:28][C:29]([O:31][C:32]([CH3:35])([CH3:34])[CH3:33])=[O:30])[CH2:15][NH:14][C:12](=[O:13])[C@@H:11]([NH2:10])[CH2:36][OH:37])([CH3:27])([CH3:26])[CH3:25]. (2) Given the reactants [ClH:1].[OH:2][C@H:3]([C:24]1[CH:33]=[CH:32][C:27]2[C:28](=[O:31])[O:29][CH2:30][C:26]=2[C:25]=1[CH3:34])[CH2:4]N1CCC2(CN(C3SC(S(C)(=O)=O)=NN=3)CC2)CC1.Cl.[CH3:36][S:37]([C:40]1[CH:41]=[CH:42][C:43]([N:46]2[CH2:55][CH2:54][C:49]3([CH2:53][NH:52][CH2:51][CH2:50]3)[CH2:48][CH2:47]2)=[N:44][CH:45]=1)(=[O:39])=[O:38].CC1C([C@@H]2CO2)=CC=C2C=1COC2=O, predict the reaction product. The product is: [ClH:1].[OH:2][C@H:3]([C:24]1[CH:33]=[CH:32][C:27]2[C:28](=[O:31])[O:29][CH2:30][C:26]=2[C:25]=1[CH3:34])[CH2:4][N:52]1[CH2:51][CH2:50][C:49]2([CH2:54][CH2:55][N:46]([C:43]3[CH:42]=[CH:41][C:40]([S:37]([CH3:36])(=[O:38])=[O:39])=[CH:45][N:44]=3)[CH2:47][CH2:48]2)[CH2:53]1. (3) The product is: [CH:20]1([N:17]2[CH2:18][CH2:19][CH:15]([CH2:14][C:10]3[C:9]([Cl:27])=[CH:8][C:7]([C:32]4[CH:33]=[CH:34][S:30][CH:31]=4)=[CH:12][C:11]=3[Cl:13])[C:16]2=[O:26])[CH2:21][CH2:22][CH2:23][CH2:24][CH2:25]1. Given the reactants FC(F)(F)S(O[C:7]1[CH:12]=[C:11]([Cl:13])[C:10]([CH2:14][CH:15]2[CH2:19][CH2:18][N:17]([CH:20]3[CH2:25][CH2:24][CH2:23][CH2:22][CH2:21]3)[C:16]2=[O:26])=[C:9]([Cl:27])[CH:8]=1)(=O)=O.[S:30]1[CH:34]=[CH:33][C:32](B(O)O)=[CH:31]1.C(=O)([O-])[O-].[Na+].[Na+], predict the reaction product. (4) Given the reactants [C:1]([C:3]1[CH:4]=[C:5]([CH:10]=[CH:11][C:12]=1[OH:13])[C:6]([O:8][CH3:9])=[O:7])#[N:2].Br[CH:15]([CH3:17])[CH3:16].C([O-])([O-])=O.[K+].[K+], predict the reaction product. The product is: [C:1]([C:3]1[CH:4]=[C:5]([CH:10]=[CH:11][C:12]=1[O:13][CH:15]([CH3:17])[CH3:16])[C:6]([O:8][CH3:9])=[O:7])#[N:2].